This data is from Peptide-MHC class I binding affinity with 185,985 pairs from IEDB/IMGT. The task is: Regression. Given a peptide amino acid sequence and an MHC pseudo amino acid sequence, predict their binding affinity value. This is MHC class I binding data. (1) The peptide sequence is LEKARGSTY. The MHC is HLA-A02:01 with pseudo-sequence HLA-A02:01. The binding affinity (normalized) is 0. (2) The peptide sequence is AIKSNNHLT. The MHC is HLA-A02:06 with pseudo-sequence HLA-A02:06. The binding affinity (normalized) is 0.